From a dataset of Catalyst prediction with 721,799 reactions and 888 catalyst types from USPTO. Predict which catalyst facilitates the given reaction. Reactant: [Cl:1][C:2]1[C:3]([CH2:8][NH:9][C:10]([C:12]2(C(OCC3C=CC=CC=3)=O)[CH2:17][CH2:16][NH:15][CH2:14][CH2:13]2)=O)=[N:4][CH:5]=[CH:6][N:7]=1.O=P(Cl)(Cl)Cl.C([O-])(O)=O.[Na+].[CH3:38][CH2:39][O:40][C:41](C)=[O:42]. Product: [Cl:1][C:2]1[C:3]2[N:4]([C:10]([CH:12]3[CH2:13][CH2:14][N:15]([C:41]([O:40][CH2:39][C:38]4[CH:16]=[CH:17][CH:12]=[CH:13][CH:14]=4)=[O:42])[CH2:16][CH2:17]3)=[N:9][CH:8]=2)[CH:5]=[CH:6][N:7]=1. The catalyst class is: 18.